Dataset: Forward reaction prediction with 1.9M reactions from USPTO patents (1976-2016). Task: Predict the product of the given reaction. (1) Given the reactants [CH3:1][O:2][C:3]1[CH:8]=[CH:7][C:6]([Cl:9])=[CH:5][C:4]=1B(O)O.C(C1C=CC(B(O)O)=CC=1)(O)=O.Br[C:26]1[CH:27]=[N:28][CH:29]=[C:30]([CH:34]=1)[C:31]([OH:33])=[O:32], predict the reaction product. The product is: [Cl:9][C:6]1[CH:7]=[CH:8][C:3]([O:2][CH3:1])=[C:4]([C:26]2[CH:27]=[N:28][CH:29]=[C:30]([CH:34]=2)[C:31]([OH:33])=[O:32])[CH:5]=1. (2) Given the reactants [CH2:1]([OH:6])[CH2:2][C@@H:3]([OH:5])[CH3:4].N1C(C)=CC(C)=CC=1C.[C:16](Cl)(=[O:18])[CH3:17], predict the reaction product. The product is: [OH:5][CH:3]([CH3:4])[CH2:2][CH2:1][O:6][C:16](=[O:18])[CH3:17]. (3) The product is: [Br:1][C:2]1[CH:3]=[C:4]([C:8]([F:35])([S:9]([NH2:12])(=[O:10])=[O:11])[C:39]([OH:40])([CH3:41])[CH3:38])[CH:5]=[CH:6][CH:7]=1. Given the reactants [Br:1][C:2]1[CH:3]=[C:4]([CH:8]([F:35])[S:9]([N:12](CC2C=CC(OC)=CC=2OC)CC2C=CC(OC)=CC=2OC)(=[O:11])=[O:10])[CH:5]=[CH:6][CH:7]=1.C[Li].[CH3:38][C:39]([CH3:41])=[O:40].FC(F)(F)C(O)=O, predict the reaction product. (4) Given the reactants [CH:1]1([S:4]([NH:7][C:8]([C@@:10]2([NH:15][C:16]([C@@H:18]3[CH2:22][C@@H:21]([OH:23])[CH2:20][N:19]3[C:24](=[O:44])[C@@H:25]([NH:36][C:37](=[O:43])[O:38][C:39]([CH3:42])([CH3:41])[CH3:40])[C@H:26]([CH2:33][O:34][CH3:35])[CH2:27][CH2:28][CH2:29][CH2:30][CH:31]=C)=[O:17])[CH2:12][C@H:11]2[CH:13]=C)=[O:9])(=[O:6])=[O:5])[CH2:3][CH2:2]1, predict the reaction product. The product is: [CH:1]1([S:4]([NH:7][C:8]([C@@:10]23[CH2:12][C@H:11]2[CH:13]=[CH:31][CH2:30][CH2:29][CH2:28][CH2:27][C@@H:26]([CH2:33][O:34][CH3:35])[C@H:25]([NH:36][C:37](=[O:43])[O:38][C:39]([CH3:41])([CH3:40])[CH3:42])[C:24](=[O:44])[N:19]2[CH2:20][C@H:21]([OH:23])[CH2:22][C@H:18]2[C:16](=[O:17])[NH:15]3)=[O:9])(=[O:6])=[O:5])[CH2:2][CH2:3]1. (5) Given the reactants FC(F)(F)C(O)=O.C(OC(=O)[NH:14][C@H:15]([CH3:42])[C:16]([N:18]1[CH2:27][CH2:26][C:25]2[C:24]([NH:28][CH2:29][CH:30]([C:32]34[CH2:41][CH:36]5[CH2:37][CH:38]([CH2:40][CH:34]([CH2:35]5)[CH2:33]3)[CH2:39]4)[OH:31])=[N:23][CH:22]=[N:21][C:20]=2[CH2:19]1)=[O:17])(C)(C)C, predict the reaction product. The product is: [C:32]12([CH:30]([OH:31])[CH2:29][NH:28][C:24]3[C:25]4[CH2:26][CH2:27][N:18]([C:16](=[O:17])[C@H:15]([NH2:14])[CH3:42])[CH2:19][C:20]=4[N:21]=[CH:22][N:23]=3)[CH2:33][CH:34]3[CH2:40][CH:38]([CH2:37][CH:36]([CH2:35]3)[CH2:41]1)[CH2:39]2.